This data is from Forward reaction prediction with 1.9M reactions from USPTO patents (1976-2016). The task is: Predict the product of the given reaction. (1) Given the reactants C[O:2][C:3](=[O:30])[CH2:4][O:5][C:6]1[CH:11]=[CH:10][C:9]([F:12])=[C:8]([CH2:13][C:14]2[C:22]3[C:17](=[N:18][CH:19]=[C:20]([C:23]4[CH:24]=[N:25][CH:26]=[CH:27][CH:28]=4)[CH:21]=3)[NH:16][CH:15]=2)[C:7]=1[F:29].[OH-].[K+].O.Cl, predict the reaction product. The product is: [F:29][C:7]1[C:8]([CH2:13][C:14]2[C:22]3[C:17](=[N:18][CH:19]=[C:20]([C:23]4[CH:24]=[N:25][CH:26]=[CH:27][CH:28]=4)[CH:21]=3)[NH:16][CH:15]=2)=[C:9]([F:12])[CH:10]=[CH:11][C:6]=1[O:5][CH2:4][C:3]([OH:30])=[O:2]. (2) Given the reactants [CH3:1][O:2][C:3](=[O:63])[C@H:4]1[O:50][C@@H:8]([O:9][C:10]2[CH:15]=[CH:14][C:13]([C:16]3[N:17]([CH2:34][C:35]4[CH:40]=[CH:39][C:38]([O:41][CH2:42][CH2:43][N:44]5[CH2:49][CH2:48][CH2:47][CH2:46][CH2:45]5)=[CH:37][CH:36]=4)[C:18]4[C:23]([C:24]=3[CH3:25])=[CH:22][C:21]([O:26]CC3C=CC=CC=3)=[CH:20][CH:19]=4)=[CH:12][CH:11]=2)[C@:7]([C:52](=[O:54])[CH3:53])([OH:51])[C@@:6]([C:56](=[O:58])[CH3:57])([OH:55])[C@@H:5]1[O:59][C:60](=[O:62])[CH3:61], predict the reaction product. The product is: [CH3:1][O:2][C:3](=[O:63])[C@H:4]1[O:50][C@@H:8]([O:9][C:10]2[CH:15]=[CH:14][C:13]([C:16]3[N:17]([CH2:34][C:35]4[CH:36]=[CH:37][C:38]([O:41][CH2:42][CH2:43][N:44]5[CH2:45][CH2:46][CH2:47][CH2:48][CH2:49]5)=[CH:39][CH:40]=4)[C:18]4[C:23]([C:24]=3[CH3:25])=[CH:22][C:21]([OH:26])=[CH:20][CH:19]=4)=[CH:12][CH:11]=2)[C@:7]([C:52](=[O:54])[CH3:53])([OH:51])[C@@:6]([C:56](=[O:58])[CH3:57])([OH:55])[C@@H:5]1[O:59][C:60](=[O:62])[CH3:61]. (3) Given the reactants Br[C:2]1[CH:3]=[CH:4][C:5]([O:10][C@H:11]2[CH2:16][CH2:15][N:14]([C:17]([C:19]3[N:20]=[N:21][N:22]([CH3:24])[CH:23]=3)=[O:18])[CH2:13][C@H:12]2[F:25])=[C:6]([CH:9]=1)[C:7]#[N:8].[B:26]1([B:26]2[O:30][C:29]([CH3:32])([CH3:31])[C:28]([CH3:34])([CH3:33])[O:27]2)[O:30][C:29]([CH3:32])([CH3:31])[C:28]([CH3:34])([CH3:33])[O:27]1.C([O-])(=O)C.[K+], predict the reaction product. The product is: [F:25][C@H:12]1[C@@H:11]([O:10][C:5]2[CH:4]=[CH:3][C:2]([B:26]3[O:30][C:29]([CH3:32])([CH3:31])[C:28]([CH3:34])([CH3:33])[O:27]3)=[CH:9][C:6]=2[C:7]#[N:8])[CH2:16][CH2:15][N:14]([C:17]([C:19]2[N:20]=[N:21][N:22]([CH3:24])[CH:23]=2)=[O:18])[CH2:13]1. (4) Given the reactants C[O:2][C:3](=[O:41])[C:4]1[CH:9]=[CH:8][CH:7]=[C:6]([CH2:10][N:11]([C:13]2[C:14]([CH3:40])=[N:15][C:16]([O:19][CH2:20][C:21]3[N:22]([C:29]4[CH:34]=[CH:33][CH:32]=[CH:31][C:30]=4[O:35][C:36]([F:39])([F:38])[F:37])[N:23]=[CH:24][C:25]=3[CH:26]([CH3:28])[CH3:27])=[CH:17][CH:18]=2)[CH3:12])[CH:5]=1.[OH-].[Li+], predict the reaction product. The product is: [CH:26]([C:25]1[CH:24]=[N:23][N:22]([C:29]2[CH:34]=[CH:33][CH:32]=[CH:31][C:30]=2[O:35][C:36]([F:38])([F:39])[F:37])[C:21]=1[CH2:20][O:19][C:16]1[N:15]=[C:14]([CH3:40])[C:13]([N:11]([CH2:10][C:6]2[CH:5]=[C:4]([CH:9]=[CH:8][CH:7]=2)[C:3]([OH:41])=[O:2])[CH3:12])=[CH:18][CH:17]=1)([CH3:28])[CH3:27]. (5) Given the reactants [I:1][C:2]1[C:6]([CH:7]=[N:8][S:9]([C:12]2[CH:17]=[CH:16][C:15]([C:18]([F:21])([F:20])[F:19])=[CH:14][CH:13]=2)(=[O:11])=[O:10])=[CH:5][N:4]([CH2:22][O:23][CH3:24])[N:3]=1.[BH4-].[Na+].O, predict the reaction product. The product is: [I:1][C:2]1[C:6]([CH2:7][NH:8][S:9]([C:12]2[CH:13]=[CH:14][C:15]([C:18]([F:19])([F:20])[F:21])=[CH:16][CH:17]=2)(=[O:10])=[O:11])=[CH:5][N:4]([CH2:22][O:23][CH3:24])[N:3]=1. (6) Given the reactants [Cl-:1].[OH:2][CH:3]([C:11]1[CH:20]=[CH:19][C:14]2[C:15](=[O:18])[O:16][CH2:17][C:13]=2[C:12]=1C)[CH2:4][NH+:5]1[CH2:10][CH2:9][NH:8][CH2:7][CH2:6]1.O1C[CH:23]1C1C=C2C(=CC=1)C(=O)OCC2.N1(C(OCCCC)=O)CCNCC1, predict the reaction product. The product is: [ClH:1].[OH:2][CH:3]([C:11]1[CH:12]=[C:13]2[C:14](=[CH:19][CH:20]=1)[C:15](=[O:18])[O:16][CH2:17][CH2:23]2)[CH2:4][N:5]1[CH2:6][CH2:7][NH:8][CH2:9][CH2:10]1. (7) Given the reactants Cl[C:2]1[N:7]=[CH:6][N:5]=[C:4]([NH2:8])[C:3]=1[C:9]1[O:13][N:12]=[C:11]([CH3:14])[N:10]=1.[NH2:15][C@H:16]([C:18]1[N:19]([C:30]2[CH:35]=[CH:34][CH:33]=[C:32]([F:36])[CH:31]=2)[C:20](=[O:29])[C:21]2[C:26]([CH:27]=1)=[CH:25][CH:24]=[CH:23][C:22]=2[Cl:28])[CH3:17].CCN(C(C)C)C(C)C, predict the reaction product. The product is: [NH2:8][C:4]1[N:5]=[CH:6][N:7]=[C:2]([NH:15][C@H:16]([C:18]2[N:19]([C:30]3[CH:35]=[CH:34][CH:33]=[C:32]([F:36])[CH:31]=3)[C:20](=[O:29])[C:21]3[C:26]([CH:27]=2)=[CH:25][CH:24]=[CH:23][C:22]=3[Cl:28])[CH3:17])[C:3]=1[C:9]1[O:13][N:12]=[C:11]([CH3:14])[N:10]=1.